Predict the product of the given reaction. From a dataset of Forward reaction prediction with 1.9M reactions from USPTO patents (1976-2016). (1) Given the reactants C(Br)(Br)(Br)[Br:2].[Cl:6][C:7]1[CH:12]=[CH:11][C:10]([C@H:13]([C@@H:15]2[O:20][CH2:19][CH2:18][N:17]([CH2:21][C:22]3[CH:27]=[CH:26][CH:25]=[CH:24][CH:23]=3)[CH2:16]2)O)=[CH:9][CH:8]=1.[Cl:28][C:29]1[CH:34]=[CH:33][C:32]([C@@H:35]([C@H:37]2[O:42][CH2:41][CH2:40][N:39]([CH2:43][C:44]3[CH:49]=[CH:48][CH:47]=[CH:46][CH:45]=3)[CH2:38]2)O)=[CH:31][CH:30]=1.C1(P(C2C=CC=CC=2)C2C=CC=CC=2)C=CC=CC=1, predict the reaction product. The product is: [Br:2][C@@H:13]([C:10]1[CH:11]=[CH:12][C:7]([Cl:6])=[CH:8][CH:9]=1)[C@@H:15]1[O:20][CH2:19][CH2:18][N:17]([CH2:21][C:22]2[CH:27]=[CH:26][CH:25]=[CH:24][CH:23]=2)[CH2:16]1.[Br:2][C@H:35]([C:32]1[CH:33]=[CH:34][C:29]([Cl:28])=[CH:30][CH:31]=1)[C@H:37]1[O:42][CH2:41][CH2:40][N:39]([CH2:43][C:44]2[CH:49]=[CH:48][CH:47]=[CH:46][CH:45]=2)[CH2:38]1. (2) Given the reactants [F:1][C:2]([F:7])([F:6])[C:3]([OH:5])=[O:4].[CH2:8]([O:10][C:11]([O:13][CH:14]([O:16][C:17](=[O:33])[CH2:18][CH:19]([CH2:24][NH:25]C(OC(C)(C)C)=O)[CH2:20][CH:21]([CH3:23])[CH3:22])[CH3:15])=[O:12])[CH3:9], predict the reaction product. The product is: [OH:5][C:3]([C:2]([F:7])([F:6])[F:1])=[O:4].[CH2:8]([O:10][C:11]([O:13][CH:14]([O:16][C:17](=[O:33])[CH2:18][CH:19]([CH2:24][NH2:25])[CH2:20][CH:21]([CH3:22])[CH3:23])[CH3:15])=[O:12])[CH3:9]. (3) The product is: [Cl:13][C:14]1[CH:28]=[CH:27][C:17]([CH2:18][O:19][Si:20]([C:23]([CH3:24])([CH3:25])[CH3:26])([CH3:22])[CH3:21])=[C:16]([F:29])[C:15]=1[I:30]. Given the reactants C(NC(C)C)(C)C.C([Li])CCC.[Cl:13][C:14]1[CH:28]=[CH:27][C:17]([CH2:18][O:19][Si:20]([C:23]([CH3:26])([CH3:25])[CH3:24])([CH3:22])[CH3:21])=[C:16]([F:29])[CH:15]=1.[I:30]I, predict the reaction product. (4) Given the reactants Br[C:2]1[C:3]([NH:9][CH2:10][C:11]2([NH:16][C:17](=[O:23])[O:18][C:19]([CH3:22])([CH3:21])[CH3:20])[CH2:15][CH2:14][CH2:13][CH2:12]2)=[N:4][C:5]([Cl:8])=[N:6][CH:7]=1.[CH2:24]([O:26][CH:27]([O:30][CH2:31][CH3:32])[C:28]#[CH:29])[CH3:25].ClC1N=C(NCCNC(=O)OC(C)(C)C)C(C#CC(OCC)OCC)=CN=1, predict the reaction product. The product is: [Cl:8][C:5]1[N:4]=[C:3]([NH:9][CH2:10][C:11]2([NH:16][C:17](=[O:23])[O:18][C:19]([CH3:22])([CH3:21])[CH3:20])[CH2:15][CH2:14][CH2:13][CH2:12]2)[C:2]([C:29]#[C:28][CH:27]([O:30][CH2:31][CH3:32])[O:26][CH2:24][CH3:25])=[CH:7][N:6]=1. (5) Given the reactants Br[CH2:2][C:3]1[CH:4]=[C:5]([CH:10]=[CH:11][CH:12]=1)[C:6]([O:8][CH3:9])=[O:7].[OH:13][C:14]1[CH:21]=[CH:20][C:17]([C:18]#[N:19])=[CH:16][CH:15]=1.C(=O)([O-])[O-].[K+].[K+].[I-].[Na+], predict the reaction product. The product is: [C:18]([C:17]1[CH:20]=[CH:21][C:14]([O:13][CH2:2][C:3]2[CH:4]=[C:5]([CH:10]=[CH:11][CH:12]=2)[C:6]([O:8][CH3:9])=[O:7])=[CH:15][CH:16]=1)#[N:19].